This data is from Full USPTO retrosynthesis dataset with 1.9M reactions from patents (1976-2016). The task is: Predict the reactants needed to synthesize the given product. (1) Given the product [CH:34]1([CH:37]2[CH2:42][S:41](=[O:43])(=[O:44])[CH2:40][CH2:39][N:38]2[CH2:6][C@H:7]2[CH2:12][N:11]([S:13]([C:16]3[S:17][CH:18]=[CH:19][CH:20]=3)(=[O:14])=[O:15])[CH2:10][CH2:9][N:8]2[C:21]2[CH:22]=[CH:23][C:24]([C:27]([OH:33])([CH3:32])[C:28]([F:30])([F:31])[F:29])=[CH:25][CH:26]=2)[CH2:36][CH2:35]1, predict the reactants needed to synthesize it. The reactants are: CS(O[CH2:6][C@H:7]1[CH2:12][N:11]([S:13]([C:16]2[S:17][CH:18]=[CH:19][CH:20]=2)(=[O:15])=[O:14])[CH2:10][CH2:9][N:8]1[C:21]1[CH:26]=[CH:25][C:24]([C:27]([OH:33])([CH3:32])[C:28]([F:31])([F:30])[F:29])=[CH:23][CH:22]=1)(=O)=O.[CH:34]1([CH:37]2[CH2:42][S:41](=[O:44])(=[O:43])[CH2:40][CH2:39][NH:38]2)[CH2:36][CH2:35]1. (2) Given the product [Cl:58][C:59]1[C:60]([CH2:70][N:71]([CH:72]2[CH2:74][CH2:73]2)[C:4](=[O:6])[CH:3]([C:1]#[N:2])[CH2:7][C:8]2[CH:9]=[N:10][C:11]([O:14][CH2:15][CH2:16][O:17][C:18]3[C:23]([Cl:24])=[CH:22][C:21]([CH3:25])=[CH:20][C:19]=3[Cl:26])=[CH:12][CH:13]=2)=[CH:61][C:62]([CH2:65][CH2:66][CH2:67][O:68][CH3:69])=[N:63][CH:64]=1, predict the reactants needed to synthesize it. The reactants are: [C:1]([CH:3]([CH2:7][C:8]1[CH:9]=[N:10][C:11]([O:14][CH2:15][CH2:16][O:17][C:18]2[C:23]([Cl:24])=[CH:22][C:21]([CH3:25])=[CH:20][C:19]=2[Cl:26])=[CH:12][CH:13]=1)[C:4]([OH:6])=O)#[N:2].C1C=CC2N(O)N=NC=2C=1.CCN(C(C)C)C(C)C.CCN=C=NCCCN(C)C.Cl.[Cl:58][C:59]1[C:60]([CH2:70][NH:71][CH:72]2[CH2:74][CH2:73]2)=[CH:61][C:62]([CH2:65][CH2:66][CH2:67][O:68][CH3:69])=[N:63][CH:64]=1. (3) Given the product [F:15][C:10]1[CH:9]=[C:8]([CH:13]=[CH:12][C:11]=1[F:14])[CH2:7][NH:6][C:4](=[O:5])[C:3]1[CH:16]=[C:17]([C:20]([F:23])([F:22])[F:21])[CH:18]=[N:19][C:2]=1[F:34], predict the reactants needed to synthesize it. The reactants are: N[C:2]1[N:19]=[CH:18][C:17]([C:20]([F:23])([F:22])[F:21])=[CH:16][C:3]=1[C:4]([NH:6][CH2:7][C:8]1[CH:13]=[CH:12][C:11]([F:14])=[C:10]([F:15])[CH:9]=1)=[O:5].N1C=CC=CC=1.N([O-])=O.[Na+].[FH:34].